The task is: Predict the reaction yield, written as a fraction of the theoretical maximum amount of product (1.0 means a 100% yield; for example, 0.34 means a 34% yield).. This data is from Reaction yield outcomes from USPTO patents with 853,638 reactions. (1) The reactants are [C:1]1([CH2:7][C:8]#[N:9])[CH:6]=[CH:5][CH:4]=[CH:3][CH:2]=1.[ClH:10].[CH2:11]([OH:13])[CH3:12]. No catalyst specified. The product is [ClH:10].[C:1]1([CH2:7][C:8](=[NH:9])[O:13][CH2:11][CH3:12])[CH:6]=[CH:5][CH:4]=[CH:3][CH:2]=1. The yield is 0.990. (2) The reactants are Br[C:2]1[CH:3]=[C:4]([C:7]([O:9][CH3:10])=[O:8])[S:5][CH:6]=1.C([O-])([O-])=O.[K+].[K+].[CH2:17]([N:19]1[C:23](B2OC(C)(C)C(C)(C)O2)=[CH:22][CH:21]=[N:20]1)[CH3:18]. The catalyst is O1CCOCC1.O.C1C=CC([P]([Pd]([P](C2C=CC=CC=2)(C2C=CC=CC=2)C2C=CC=CC=2)([P](C2C=CC=CC=2)(C2C=CC=CC=2)C2C=CC=CC=2)[P](C2C=CC=CC=2)(C2C=CC=CC=2)C2C=CC=CC=2)(C2C=CC=CC=2)C2C=CC=CC=2)=CC=1. The product is [CH2:17]([N:19]1[C:23]([C:2]2[CH:3]=[C:4]([C:7]([O:9][CH3:10])=[O:8])[S:5][CH:6]=2)=[CH:22][CH:21]=[N:20]1)[CH3:18]. The yield is 0.660.